Dataset: Catalyst prediction with 721,799 reactions and 888 catalyst types from USPTO. Task: Predict which catalyst facilitates the given reaction. Product: [N:1]12[CH2:8][CH2:7][CH:4]([CH2:5][CH2:6]1)[CH:3]([O:9][C:10](=[O:22])[NH:11][C:12]([C:15]1[CH:16]=[C:17]([C:23]3[CH:28]=[CH:27][CH:26]=[CH:25][CH:24]=3)[CH:18]=[CH:19][CH:20]=1)([CH3:14])[CH3:13])[CH2:2]2. The catalyst class is: 167. Reactant: [N:1]12[CH2:8][CH2:7][CH:4]([CH2:5][CH2:6]1)[CH:3]([O:9][C:10](=[O:22])[NH:11][C:12]([C:15]1[CH:20]=[CH:19][CH:18]=[C:17](Br)[CH:16]=1)([CH3:14])[CH3:13])[CH2:2]2.[C:23]1(B(O)O)[CH:28]=[CH:27][CH:26]=[CH:25][CH:24]=1.